From a dataset of Forward reaction prediction with 1.9M reactions from USPTO patents (1976-2016). Predict the product of the given reaction. (1) The product is: [CH3:1][O:2][C:3]1[CH:4]=[C:5]([C:13]2[N:14]=[C:15]([NH:18][C:36]([C:33]3[N:34]=[CH:35][C:30]([N:27]4[CH2:28][CH2:29][CH:24]([C:22]([O:21][CH2:19][CH3:20])=[O:23])[CH2:25][CH2:26]4)=[N:31][CH:32]=3)=[O:37])[S:16][CH:17]=2)[CH:6]=[C:7]([C:9]([F:11])([F:12])[F:10])[CH:8]=1. Given the reactants [CH3:1][O:2][C:3]1[CH:4]=[C:5]([C:13]2[N:14]=[C:15]([NH2:18])[S:16][CH:17]=2)[CH:6]=[C:7]([C:9]([F:12])([F:11])[F:10])[CH:8]=1.[CH2:19]([O:21][C:22]([CH:24]1[CH2:29][CH2:28][N:27]([C:30]2[N:31]=[CH:32][C:33]([C:36](O)=[O:37])=[N:34][CH:35]=2)[CH2:26][CH2:25]1)=[O:23])[CH3:20].F[B-](F)(F)F.N1(OC(N(C)C)=[N+](C)C)C2C=CC=CC=2N=N1.C(N(C(C)C)CC)(C)C, predict the reaction product. (2) Given the reactants [CH3:1][C:2]1[N:7]=[CH:6][C:5]([OH:8])=[CH:4][CH:3]=1.C([O-])([O-])=O.[Cs+].[Cs+].Br[CH2:16][CH2:17][CH2:18][CH2:19][S:20][C:21]1[C:30]2[C:25](=[CH:26][C:27]([C:31]([F:34])([F:33])[F:32])=[CH:28][CH:29]=2)[N:24]=[CH:23][CH:22]=1, predict the reaction product. The product is: [CH3:1][C:2]1[N:7]=[CH:6][C:5]([O:8][CH2:16][CH2:17][CH2:18][CH2:19][S:20][C:21]2[C:30]3[C:25](=[CH:26][C:27]([C:31]([F:33])([F:32])[F:34])=[CH:28][CH:29]=3)[N:24]=[CH:23][CH:22]=2)=[CH:4][CH:3]=1. (3) Given the reactants CO[C:3](=[O:25])[C:4]1[CH:9]=[CH:8][C:7]([O:10][CH2:11][C:12]2[C:13]([C:18]3[CH:23]=[CH:22][C:21]([Cl:24])=[CH:20][N:19]=3)=[N:14][O:15][C:16]=2[CH3:17])=[N:6][CH:5]=1.[NH:26]1[CH2:31][CH2:30][S:29][CH2:28][CH2:27]1, predict the reaction product. The product is: [Cl:24][C:21]1[CH:22]=[CH:23][C:18]([C:13]2[C:12]([CH2:11][O:10][C:7]3[N:6]=[CH:5][C:4]([C:3]([N:26]4[CH2:31][CH2:30][S:29][CH2:28][CH2:27]4)=[O:25])=[CH:9][CH:8]=3)=[C:16]([CH3:17])[O:15][N:14]=2)=[N:19][CH:20]=1. (4) The product is: [OH:35][CH2:34][C:21]1[CH:20]=[C:29]2[C:24](=[CH:23][CH:22]=1)[CH:25]=[C:26]([C:30]([O:32][CH3:33])=[O:31])[CH:27]=[CH:28]2. Given the reactants COCCO[AlH2-]OCCOC.[Na+].C1(C)C=CC=CC=1.[CH:20]1[C:29]2[C:24](=[CH:25][C:26]([C:30]([O:32][CH3:33])=[O:31])=[CH:27][CH:28]=2)[CH:23]=[CH:22][C:21]=1[C:34](OC)=[O:35].C(C(C(C([O-])=O)O)O)([O-])=O.[K+].[Na+], predict the reaction product. (5) Given the reactants [O:1]=[C:2]1[CH:11]=[CH:10][C:9]2[N:8]=[CH:7][C:6]([C:12]([NH2:14])=O)=[CH:5][C:4]=2[N:3]1[CH2:15][CH:16]=[CH2:17].C(N(CC)CC)C.FC(F)(F)S(OS(C(F)(F)F)(=O)=O)(=O)=O.C([O-])(O)=O.[Na+], predict the reaction product. The product is: [O:1]=[C:2]1[CH:11]=[CH:10][C:9]2[N:8]=[CH:7][C:6]([C:12]#[N:14])=[CH:5][C:4]=2[N:3]1[CH2:15][CH:16]=[CH2:17].